Dataset: Reaction yield outcomes from USPTO patents with 853,638 reactions. Task: Predict the reaction yield, written as a fraction of the theoretical maximum amount of product (1.0 means a 100% yield; for example, 0.34 means a 34% yield). (1) The reactants are [Cl-].O[NH3+:3].[C:4](=[O:7])([O-])[OH:5].[Na+].CS(C)=O.[CH3:13][O:14][CH2:15][C:16]1[N:17]=[C:18]([CH3:44])[N:19]([CH2:38][C:39]2[S:40][CH:41]=[CH:42][CH:43]=2)[C:20](=[O:37])[C:21]=1[CH2:22][C:23]1[CH:28]=[CH:27][C:26]([C:29]2[C:30]([C:35]#[N:36])=[CH:31][CH:32]=[CH:33][CH:34]=2)=[CH:25][CH:24]=1. The catalyst is C(OCC)(=O)C. The product is [CH3:13][O:14][CH2:15][C:16]1[N:17]=[C:18]([CH3:44])[N:19]([CH2:38][C:39]2[S:40][CH:41]=[CH:42][CH:43]=2)[C:20](=[O:37])[C:21]=1[CH2:22][C:23]1[CH:24]=[CH:25][C:26]([C:29]2[CH:34]=[CH:33][CH:32]=[CH:31][C:30]=2[C:35]2[NH:3][C:4](=[O:7])[O:5][N:36]=2)=[CH:27][CH:28]=1. The yield is 0.520. (2) The reactants are [Br-:1].[Li+].CS(O[C@@H:8]([CH2:12][C:13]1[CH:18]=[CH:17][CH:16]=[CH:15][CH:14]=1)[C:9]([OH:11])=[O:10])(=O)=O.C1(C)C=CC=CC=1. The catalyst is O. The product is [Br:1][C@H:8]([CH2:12][C:13]1[CH:18]=[CH:17][CH:16]=[CH:15][CH:14]=1)[C:9]([OH:11])=[O:10]. The yield is 0.950. (3) The product is [CH2:13]([O:15][C:16](=[O:25])[CH:17]=[CH:18][CH:19]1[CH2:20][CH2:21][CH2:22][CH2:28][N:1]1[C:2]1[CH:7]=[CH:6][CH:5]=[C:4]([N:8]2[CH:12]=[CH:11][N:10]=[CH:9]2)[CH:3]=1)[CH3:14]. The yield is 0.0800. The reactants are [NH2:1][C:2]1[CH:3]=[C:4]([N:8]2[CH:12]=[CH:11][N:10]=[CH:9]2)[CH:5]=[CH:6][CH:7]=1.[CH2:13]([O:15][C:16](=[O:25])[CH2:17][C:18](=O)[CH2:19][CH2:20][CH2:21][CH2:22]Cl)[CH3:14].II.[CH:28]1C=CC=CC=1. No catalyst specified. (4) The yield is 0.336. The catalyst is C1COCC1.CO.O. The product is [CH2:42]([C@H:11]1[N:12]2[C@@H:18]([CH2:19][C:20]([CH3:23])([CH3:22])[CH3:21])[C@@:17]([C:26]3[CH:31]=[CH:30][C:29]([Cl:32])=[CH:28][C:27]=3[F:33])([C:24]#[N:25])[C@@H:16]([C:34]3[CH:39]=[CH:38][CH:37]=[C:36]([Cl:40])[C:35]=3[F:41])[C@@H:13]2[C:14](=[O:15])[N:10]1[C:7]1[CH:8]=[CH:9][C:4]([C:3]([OH:48])=[O:2])=[C:5]([O:46][CH3:47])[CH:6]=1)[CH2:43][CH:44]=[CH2:45]. The reactants are C[O:2][C:3](=[O:48])[C:4]1[CH:9]=[CH:8][C:7]([N:10]2[C:14](=[O:15])[C@H:13]3[C@H:16]([C:34]4[CH:39]=[CH:38][CH:37]=[C:36]([Cl:40])[C:35]=4[F:41])[C@:17]([C:26]4[CH:31]=[CH:30][C:29]([Cl:32])=[CH:28][C:27]=4[F:33])([C:24]#[N:25])[C@H:18]([CH2:19][C:20]([CH3:23])([CH3:22])[CH3:21])[N:12]3[C@@H:11]2[CH2:42][CH2:43][CH:44]=[CH2:45])=[CH:6][C:5]=1[O:46][CH3:47].[Li+].[OH-]. (5) The catalyst is O1CCCC1.C1C=CC(/C=C/C(/C=C/C2C=CC=CC=2)=O)=CC=1.C1C=CC(/C=C/C(/C=C/C2C=CC=CC=2)=O)=CC=1.C1C=CC(/C=C/C(/C=C/C2C=CC=CC=2)=O)=CC=1.C(Cl)(Cl)Cl.[Pd].[Pd]. The reactants are Br[C:2]1[CH:3]=[CH:4][C:5]2[CH:9]=[CH:8][S:7][C:6]=2[CH:10]=1.C[Si]([N-:15][Si](C)(C)C)(C)C.[Li+].Cl.[OH-].[Na+]. The yield is 0.370. The product is [S:7]1[CH:8]=[CH:9][C:5]2[CH:4]=[CH:3][C:2]([NH2:15])=[CH:10][C:6]1=2. (6) The reactants are [Br:1][C:2]1[CH:3]=[C:4]([Cl:12])[C:5]2[O:9][C:8](=[O:10])[NH:7][C:6]=2[CH:11]=1.[C:13](=O)([O-])[O-].[K+].[K+]. The catalyst is ClC1C=C(C)C2OC(=O)NC=2C=1. The product is [Br:1][C:2]1[CH:3]=[C:4]([Cl:12])[C:5]2[O:9][C:8](=[O:10])[N:7]([CH3:13])[C:6]=2[CH:11]=1. The yield is 0.830.